From a dataset of Reaction yield outcomes from USPTO patents with 853,638 reactions. Predict the reaction yield, written as a fraction of the theoretical maximum amount of product (1.0 means a 100% yield; for example, 0.34 means a 34% yield). (1) The reactants are [CH:1]1[CH:6]=[C:5]2/[C:7](/C(N[C:4]2=[CH:3][CH:2]=1)=O)=C/C1NC=CC=1.[CH3:17][C:18]([O:23]/N=C(/C(NCC=O)=O)\C1N=C(N)SC=1)([C:20]([OH:22])=O)[CH3:19].N1CC[CH2:41][CH2:40][CH2:39]1.[CH3:44][OH:45]. No catalyst specified. The product is [CH2:7]([O:45][CH2:44][CH2:19][C@@:18]1([CH3:17])[CH2:20][O:22][C:40]([CH3:41])([CH3:39])[O:23]1)[C:5]1[CH:6]=[CH:1][CH:2]=[CH:3][CH:4]=1. The yield is 0.810. (2) The reactants are [C:1]([C:5]1[CH:9]=[C:8]([NH:10][C:11]([NH:13][C@@H:14]2[C:23]3[C:18](=[CH:19][CH:20]=[CH:21][CH:22]=3)[C@H:17]([O:24][C:25]3[CH:26]=[CH:27][C:28]4[N:29]([C:31]([N:34]5[CH2:38][CH2:37][CH2:36][C@@H:35]5[CH3:39])=[N:32][N:33]=4)[CH:30]=3)[CH2:16][CH2:15]2)=[O:12])[N:7]([C:40]2[CH:41]=[CH:42][C:43]([Cl:54])=[C:44]([CH:53]=2)[O:45][CH2:46][CH2:47][O:48]S(C)(=O)=O)[N:6]=1)([CH3:4])([CH3:3])[CH3:2].[CH3:55][NH:56][CH3:57].C1C[O:61]CC1. No catalyst specified. The product is [CH:47]([OH:48])=[O:61].[C:1]([C:5]1[CH:9]=[C:8]([NH:10][C:11]([NH:13][C@@H:14]2[C:23]3[C:18](=[CH:19][CH:20]=[CH:21][CH:22]=3)[C@H:17]([O:24][C:25]3[CH:26]=[CH:27][C:28]4[N:29]([C:31]([N:34]5[CH2:38][CH2:37][CH2:36][C@@H:35]5[CH3:39])=[N:32][N:33]=4)[CH:30]=3)[CH2:16][CH2:15]2)=[O:12])[N:7]([C:40]2[CH:41]=[CH:42][C:43]([Cl:54])=[C:44]([O:45][CH2:46][CH2:47][N:56]([CH3:57])[CH3:55])[CH:53]=2)[N:6]=1)([CH3:4])([CH3:3])[CH3:2]. The yield is 0.380.